From a dataset of Orexin1 receptor HTS with 218,158 compounds and 233 confirmed actives. Binary Classification. Given a drug SMILES string, predict its activity (active/inactive) in a high-throughput screening assay against a specified biological target. The drug is Brc1cc2C(c3c(n(n(c3=O)c3ccccc3)C)C)(c3c(n(n(c3=O)c3ccccc3)C)C)C(=O)Nc2c(c1)C. The result is 1 (active).